This data is from Forward reaction prediction with 1.9M reactions from USPTO patents (1976-2016). The task is: Predict the product of the given reaction. (1) The product is: [CH3:18][N:19]([CH3:23])[CH2:20][CH2:21][NH:22][C:3]1[CH:2]=[C:1]([NH:17][C:14]2[CH:13]=[C:12]([CH3:11])[NH:16][N:15]=2)[N:10]=[C:1]([CH:2]=[CH:3][C:4]2[CH:9]=[CH:8][CH:7]=[CH:6][CH:5]=2)[N:10]=1. Given the reactants [C:1](#[N:10])[CH:2]=[CH:3][C:4]1[CH:9]=[CH:8][CH:7]=[CH:6][CH:5]=1.[CH3:11][C:12]1[NH:16][N:15]=[C:14]([NH2:17])[CH:13]=1.[CH3:18][N:19]([CH3:23])[CH2:20][CH2:21][NH2:22], predict the reaction product. (2) Given the reactants [F:1][C:2]([F:14])([F:13])[C:3]1[CH:8]=[CH:7][CH:6]=[CH:5][C:4]=1[NH:9][C:10]([NH2:12])=[S:11].Br[CH2:16][C:17]([C:19]1[CH:24]=[CH:23][CH:22]=[C:21]([N+:25]([O-:27])=[O:26])[CH:20]=1)=O, predict the reaction product. The product is: [N+:25]([C:21]1[CH:20]=[C:19]([C:17]2[N:12]=[C:10]([NH:9][C:4]3[CH:5]=[CH:6][CH:7]=[CH:8][C:3]=3[C:2]([F:13])([F:1])[F:14])[S:11][CH:16]=2)[CH:24]=[CH:23][CH:22]=1)([O-:27])=[O:26].